This data is from Reaction yield outcomes from USPTO patents with 853,638 reactions. The task is: Predict the reaction yield, written as a fraction of the theoretical maximum amount of product (1.0 means a 100% yield; for example, 0.34 means a 34% yield). The reactants are [F:1][C:2]1[CH:3]=[C:4]([CH:6]=[C:7]([F:9])[CH:8]=1)[NH2:5].C[Si]([N:14]=[C:15]=[O:16])(C)C. The catalyst is C(Cl)Cl. The product is [F:1][C:2]1[CH:3]=[C:4]([NH:5][C:15]([NH2:14])=[O:16])[CH:6]=[C:7]([F:9])[CH:8]=1. The yield is 0.380.